This data is from Full USPTO retrosynthesis dataset with 1.9M reactions from patents (1976-2016). The task is: Predict the reactants needed to synthesize the given product. (1) Given the product [NH2:16][C:11]1[CH:12]=[CH:13][CH:14]=[C:15]2[C:10]=1[C:9](=[O:19])[C:8]1([NH:20][C:21]([C:23]3[N:28]4[N:29]=[N:30][N:31]=[C:27]4[CH:26]=[CH:25][CH:24]=3)=[O:22])[C:7]3[CH:32]=[CH:33][C:34]([CH:36]([CH3:37])[CH3:38])=[CH:35][C:6]=3[O:5][C:4]12[OH:3], predict the reactants needed to synthesize it. The reactants are: Cl.O.[OH:3][C:4]12[C:15]3[C:10](=[C:11]([N+:16]([O-])=O)[CH:12]=[CH:13][CH:14]=3)[C:9](=[O:19])[C:8]1([NH:20][C:21]([C:23]1[N:28]3[N:29]=[N:30][N:31]=[C:27]3[CH:26]=[CH:25][CH:24]=1)=[O:22])[C:7]1[CH:32]=[CH:33][C:34]([CH:36]([CH3:38])[CH3:37])=[CH:35][C:6]=1[O:5]2. (2) Given the product [CH3:16][O:17][C:18](=[O:23])[CH2:19][C:20]1[S:8][C:3]2[CH:4]=[CH:5][CH:6]=[CH:7][C:2]=2[N:1]=1, predict the reactants needed to synthesize it. The reactants are: [NH2:1][C:2]1[CH:7]=[CH:6][CH:5]=[CH:4][C:3]=1[SH:8].C(N(CC)CC)C.[CH3:16][O:17][C:18](=[O:23])[CH2:19][C:20](Cl)=O. (3) Given the product [CH3:32][C:22]1[CH:27]=[CH:26][C:25]([S:28]([O:14][CH2:13][CH2:12][C:7]2[CH:6]=[CH:5][C:4]3[C:9](=[CH:10][CH:11]=[C:2]([Br:1])[CH:3]=3)[N:8]=2)(=[O:30])=[O:29])=[CH:24][CH:23]=1, predict the reactants needed to synthesize it. The reactants are: [Br:1][C:2]1[CH:3]=[C:4]2[C:9](=[CH:10][CH:11]=1)[N:8]=[C:7]([CH2:12][CH2:13][OH:14])[CH:6]=[CH:5]2.C(N(CC)CC)C.[C:22]1([CH3:32])[CH:27]=[CH:26][C:25]([S:28](Cl)(=[O:30])=[O:29])=[CH:24][CH:23]=1.C([O-])(O)=O.[Na+]. (4) Given the product [C:26]([NH:25][CH2:24][CH2:23][NH:22][C:19]([C:7]1[CH:8]=[C:9]([C:12]2[CH:17]=[CH:16][CH:15]=[C:14]([F:18])[CH:13]=2)[CH:10]=[C:11]2[C:6]=1[N:5]=[CH:4][N:3]=[C:2]2[NH2:1])=[O:21])(=[O:28])[CH3:27], predict the reactants needed to synthesize it. The reactants are: [NH2:1][C:2]1[C:11]2[C:6](=[C:7]([C:19]([OH:21])=O)[CH:8]=[C:9]([C:12]3[CH:17]=[CH:16][CH:15]=[C:14]([F:18])[CH:13]=3)[CH:10]=2)[N:5]=[CH:4][N:3]=1.[NH2:22][CH2:23][CH2:24][NH:25][C:26](=[O:28])[CH3:27].CN(C(ON1N=NC2C=CC=NC1=2)=[N+](C)C)C.F[P-](F)(F)(F)(F)F.C(N(CC)CC)C. (5) Given the product [C:1]([O:5][C:6](=[O:7])[NH:8][C@@H:9]([CH2:13][C:14]1[CH:19]=[CH:18][C:17]([OH:20])=[CH:16][C:15]=1[F:21])[C:10]([N:52]1[CH2:59][CH2:58][CH2:57][C@H:53]1[C:54](=[O:55])[NH2:56])=[O:12])([CH3:2])([CH3:3])[CH3:4], predict the reactants needed to synthesize it. The reactants are: [C:1]([O:5][C:6]([NH:8][C@@H:9]([CH2:13][C:14]1[CH:19]=[CH:18][C:17]([OH:20])=[CH:16][C:15]=1[F:21])[C:10]([OH:12])=O)=[O:7])([CH3:4])([CH3:3])[CH3:2].CCN=C=NCCCN(C)C.C1C=CC2N(O)N=NC=2C=1.CCN(C(C)C)C(C)C.[NH:52]1[CH2:59][CH2:58][CH2:57][C@H:53]1[C:54]([NH2:56])=[O:55]. (6) Given the product [N:17]1([C:10]([C:5]2[N:6]=[C:2]([Br:1])[S:3][CH:4]=2)=[O:14])[CH2:20][CH2:19][CH2:18]1, predict the reactants needed to synthesize it. The reactants are: [Br:1][C:2]1[S:3][C:4](C(O)=O)=[CH:5][N:6]=1.[C:10](Cl)(=[O:14])C(Cl)=O.Cl.[NH:17]1[CH2:20][CH2:19][CH2:18]1.C(N(CC)CC)C. (7) Given the product [OH:1][C:2]1[CH:10]=[CH:9][C:5]([C:6]([NH2:23])=[O:7])=[CH:4][C:3]=1[O:11][C:12]([F:15])([F:14])[F:13], predict the reactants needed to synthesize it. The reactants are: [OH:1][C:2]1[CH:10]=[CH:9][C:5]([C:6](O)=[O:7])=[CH:4][C:3]=1[O:11][C:12]([F:15])([F:14])[F:13].F[P-](F)(F)(F)(F)F.[N:23]1(O[P+](N(C)C)(N(C)C)N(C)C)C2C=CC=CC=2N=N1.O.OC1C2N=NNC=2C=CC=1.C(N(C(C)C)CC)(C)C.[Cl-].[NH4+]. (8) Given the product [CH2:27]([O:29][CH:30]([O:9][C:5]1[CH:6]=[CH:7][CH:8]=[C:3]([O:2][CH3:1])[CH:4]=1)[CH3:31])[CH3:28], predict the reactants needed to synthesize it. The reactants are: [CH3:1][O:2][C:3]1[CH:4]=[C:5]([OH:9])[CH:6]=[CH:7][CH:8]=1.C1(C)C=CC(S([O-])(=O)=O)=CC=1.[NH+]1C=CC=CC=1.[CH:27]([O:29][CH2:30][CH3:31])=[CH2:28].C(=O)([O-])O.[Na+]. (9) Given the product [NH:15]1[C:23]2[C:18](=[CH:19][CH:20]=[CH:21][CH:22]=2)[C:17]([C:24]([C:25]2[S:40][C:28]3[N:29]([CH2:36][CH:37]([CH3:39])[CH3:38])[C:30](=[O:35])[N:31]([CH3:34])[C:32](=[O:33])[C:27]=3[C:26]=2[C:41]([N:43]([O:45][CH3:46])[CH3:44])=[O:42])=[O:6])=[CH:16]1, predict the reactants needed to synthesize it. The reactants are: C(C1C(=O)C(Cl)=C(Cl)C(=[O:6])C=1C#N)#N.[NH:15]1[C:23]2[C:18](=[CH:19][CH:20]=[CH:21][CH:22]=2)[C:17]([CH2:24][C:25]2[S:40][C:28]3[N:29]([CH2:36][CH:37]([CH3:39])[CH3:38])[C:30](=[O:35])[N:31]([CH3:34])[C:32](=[O:33])[C:27]=3[C:26]=2[C:41]([N:43]([O:45][CH3:46])[CH3:44])=[O:42])=[CH:16]1.